This data is from Forward reaction prediction with 1.9M reactions from USPTO patents (1976-2016). The task is: Predict the product of the given reaction. (1) Given the reactants Br[C:2]1[CH:11]=[CH:10][C:9]2[N:8]=[CH:7][C:6]3[N:12]([CH3:23])[C:13](=[O:22])[N:14]([C:15]4[C:16]([Cl:21])=[N:17][N:18]([CH3:20])[CH:19]=4)[C:5]=3[C:4]=2[CH:3]=1.[CH3:24][O:25][C:26]1[C:31]([NH2:32])=[CH:30][C:29](B2OC(C)(C)C(C)(C)O2)=[CH:28][N:27]=1, predict the reaction product. The product is: [NH2:32][C:31]1[CH:30]=[C:29]([C:2]2[CH:11]=[CH:10][C:9]3[N:8]=[CH:7][C:6]4[N:12]([CH3:23])[C:13](=[O:22])[N:14]([C:15]5[C:16]([Cl:21])=[N:17][N:18]([CH3:20])[CH:19]=5)[C:5]=4[C:4]=3[CH:3]=2)[CH:28]=[N:27][C:26]=1[O:25][CH3:24]. (2) Given the reactants [NH2:1][C:2]1[C:11](Cl)=[N:10][C:9]2[C:4](=[CH:5][C:6]([Cl:14])=[C:7]([Cl:13])[CH:8]=2)[N:3]=1.[CH3:15][O-:16].[Na+], predict the reaction product. The product is: [NH2:1][C:2]1[C:11]([O:16][CH3:15])=[N:10][C:9]2[C:4](=[CH:5][C:6]([Cl:14])=[C:7]([Cl:13])[CH:8]=2)[N:3]=1. (3) Given the reactants [CH:1]1([CH2:4][C:5]([OH:7])=O)[CH2:3][CH2:2]1.CN(C(ON1N=NC2C=CC=NC1=2)=[N+](C)C)C.F[P-](F)(F)(F)(F)F.CCN(C(C)C)C(C)C.[NH:41]([C:43]1[C:48]([CH3:49])=[C:47]([N:50]2[CH2:55][CH2:54][CH:53]([C:56]3[CH:61]=[CH:60][CH:59]=[CH:58][CH:57]=3)[CH2:52][CH2:51]2)[N:46]=[CH:45][N:44]=1)[NH2:42], predict the reaction product. The product is: [CH:1]1([CH2:4][C:5]([NH:42][NH:41][C:43]2[C:48]([CH3:49])=[C:47]([N:50]3[CH2:55][CH2:54][CH:53]([C:56]4[CH:61]=[CH:60][CH:59]=[CH:58][CH:57]=4)[CH2:52][CH2:51]3)[N:46]=[CH:45][N:44]=2)=[O:7])[CH2:2][CH2:3]1. (4) Given the reactants [C:1]([O:4][CH2:5][C:6]1[CH:15]=[CH:14][C:9]([C:10]([O:12][CH3:13])=[O:11])=[CH:8][C:7]=1Br)(=[O:3])[CH3:2].O.[CH2:18](OCC)C, predict the reaction product. The product is: [C:1]([O:4][CH2:5][C:6]1[CH:15]=[CH:14][C:9]([C:10]([O:12][CH3:13])=[O:11])=[CH:8][C:7]=1[CH3:18])(=[O:3])[CH3:2]. (5) Given the reactants O1CCCCC1[O:7][NH:8][C:9]([C:11]1([S:17]([C:20]2[CH:25]=[CH:24][C:23]([O:26][C:27]3[CH:32]=[CH:31][C:30]([C:33]([F:36])([F:35])[F:34])=[CH:29][CH:28]=3)=[CH:22][CH:21]=2)(=[O:19])=[O:18])[CH2:16][CH2:15][NH:14][CH2:13][CH2:12]1)=[O:10].CN1CCOCC1.[F:44][C:45]1[CH:53]=[CH:52][CH:51]=[CH:50][C:46]=1[C:47](Cl)=[O:48].C(O)C(N)(CO)CO, predict the reaction product. The product is: [OH:7][NH:8][C:9]([C:11]1([S:17]([C:20]2[CH:21]=[CH:22][C:23]([O:26][C:27]3[CH:32]=[CH:31][C:30]([C:33]([F:35])([F:34])[F:36])=[CH:29][CH:28]=3)=[CH:24][CH:25]=2)(=[O:19])=[O:18])[CH2:16][CH2:15][N:14]([C:47]([C:46]2[CH:50]=[CH:51][CH:52]=[CH:53][C:45]=2[F:44])=[O:48])[CH2:13][CH2:12]1)=[O:10]. (6) Given the reactants [OH:1][C:2]1[C:3]([C:12]([OH:14])=[O:13])=[CH:4][CH:5]=[C:6]2[C:11]=1[N:10]=[CH:9][CH:8]=[CH:7]2.[CH3:15]O.S(=O)(=O)(O)O, predict the reaction product. The product is: [OH:1][C:2]1[C:3]([C:12]([O:14][CH3:15])=[O:13])=[CH:4][CH:5]=[C:6]2[C:11]=1[N:10]=[CH:9][CH:8]=[CH:7]2.